Task: Binary Classification. Given a drug SMILES string, predict its activity (active/inactive) in a high-throughput screening assay against a specified biological target.. Dataset: HIV replication inhibition screening data with 41,000+ compounds from the AIDS Antiviral Screen The molecule is CC(C)(C)NC(NC(C)(C)C)=C(C(Cl)=C(Cl)Cl)[N+](=O)[O-]. The result is 0 (inactive).